Task: Predict which catalyst facilitates the given reaction.. Dataset: Catalyst prediction with 721,799 reactions and 888 catalyst types from USPTO (1) Product: [NH2:26][C:25]1[N:4]=[C:2]([SH:3])[N:1]=[C:14]([C:15]2[CH:20]=[CH:19][C:18]([NH:21][C:22](=[O:24])[CH3:23])=[CH:17][CH:16]=2)[C:13]=1[C:11]#[N:12]. Reactant: [NH2:1][C:2]([NH2:4])=[S:3].C(=O)([O-])[O-].[Na+].[Na+].[C:11]([C:13]([C:25]#[N:26])=[CH:14][C:15]1[CH:20]=[CH:19][C:18]([NH:21][C:22](=[O:24])[CH3:23])=[CH:17][CH:16]=1)#[N:12]. The catalyst class is: 8. (2) Reactant: C([O:3][C:4]([C:6]1[C:7]([CH:19]2[CH2:21][CH2:20]2)=[N:8][C:9]([N:13]2[CH2:18][CH2:17][O:16][CH2:15][CH2:14]2)=[CH:10][C:11]=1[CH3:12])=[O:5])C.[OH-].[Na+]. Product: [CH:19]1([C:7]2[C:6]([C:4]([OH:5])=[O:3])=[C:11]([CH3:12])[CH:10]=[C:9]([N:13]3[CH2:14][CH2:15][O:16][CH2:17][CH2:18]3)[N:8]=2)[CH2:21][CH2:20]1. The catalyst class is: 111.